This data is from Catalyst prediction with 721,799 reactions and 888 catalyst types from USPTO. The task is: Predict which catalyst facilitates the given reaction. (1) Reactant: [CH3:1][O:2][C:3]1[CH:8]=[CH:7][C:6]([O:9][CH3:10])=[CH:5][C:4]=1[C:11]([C:13]1[CH:18]=[C:17]([O:19][CH3:20])[CH:16]=[C:15]([O:21][CH3:22])[CH:14]=1)=O.C(OP([CH2:31][C:32]#[N:33])(=O)OCC)C.C[Si]([N-][Si](C)(C)C)(C)C.[Li+].O1C2C=CC(C(C3C=C(OC)C=C(OC)C=3)=CC#N)=CC=2OCC1. Product: [CH3:1][O:2][C:3]1[CH:8]=[CH:7][C:6]([O:9][CH3:10])=[CH:5][C:4]=1[C:11]([C:13]1[CH:18]=[C:17]([O:19][CH3:20])[CH:16]=[C:15]([O:21][CH3:22])[CH:14]=1)=[CH:31][C:32]#[N:33]. The catalyst class is: 1. (2) Reactant: Br[C:2]1[CH:3]=[C:4]2[C:9](=[CH:10][CH:11]=1)[N:8]=[C:7]([NH:12][CH:13]([CH2:15][CH2:16][CH2:17][N:18]([CH2:21][CH3:22])[CH2:19][CH3:20])[CH3:14])[N:6]=[CH:5]2.[CH3:23][C:24]1[CH:29]=[CH:28][N:27]=[CH:26][C:25]=1B(O)O.C([O-])([O-])=O.[Na+].[Na+].[OH-].[Na+]. Product: [CH2:19]([N:18]([CH2:21][CH3:22])[CH2:17][CH2:16][CH2:15][CH:13]([NH:12][C:7]1[N:6]=[CH:5][C:4]2[C:9](=[CH:10][CH:11]=[C:2]([C:25]3[CH:26]=[N:27][CH:28]=[CH:29][C:24]=3[CH3:23])[CH:3]=2)[N:8]=1)[CH3:14])[CH3:20]. The catalyst class is: 77. (3) Reactant: [Cl-].O[NH3+:3].[C:4](=[O:7])([O-])[OH:5].[Na+].CS(C)=O.[CH:13]1([C:16]2[N:17]=[C:18]([CH3:48])[N:19]([C:38]3[CH:39]=[CH:40][C:41]4[O:45][CH:44]([CH3:46])[CH2:43][C:42]=4[CH:47]=3)[C:20](=[O:37])[C:21]=2[CH2:22][C:23]2[CH:28]=[CH:27][C:26]([C:29]3[C:30]([C:35]#[N:36])=[CH:31][CH:32]=[CH:33][CH:34]=3)=[CH:25][CH:24]=2)[CH2:15][CH2:14]1. Product: [CH:13]1([C:16]2[N:17]=[C:18]([CH3:48])[N:19]([C:38]3[CH:39]=[CH:40][C:41]4[O:45][CH:44]([CH3:46])[CH2:43][C:42]=4[CH:47]=3)[C:20](=[O:37])[C:21]=2[CH2:22][C:23]2[CH:24]=[CH:25][C:26]([C:29]3[CH:34]=[CH:33][CH:32]=[CH:31][C:30]=3[C:35]3[NH:3][C:4](=[O:7])[O:5][N:36]=3)=[CH:27][CH:28]=2)[CH2:15][CH2:14]1. The catalyst class is: 413. (4) Reactant: [C:1]([O:5][C:6](=[O:18])[NH:7][C@H:8]([C:11]1[CH:16]=[CH:15][CH:14]=[C:13]([CH3:17])[CH:12]=1)[CH2:9]O)([CH3:4])([CH3:3])[CH3:2].C(N(CC)CC)C.CS(Cl)(=O)=O.[C:31]1(=[O:41])[NH:35][C:34](=[O:36])[C:33]2=[CH:37][CH:38]=[CH:39][CH:40]=[C:32]12.[K]. The catalyst class is: 59. Product: [C:1]([O:5][C:6](=[O:18])[NH:7][C@H:8]([C:11]1[CH:12]=[C:13]([CH3:17])[CH:14]=[CH:15][CH:16]=1)[CH2:9][N:35]1[C:31](=[O:41])[C:32]2[C:33](=[CH:37][CH:38]=[CH:39][CH:40]=2)[C:34]1=[O:36])([CH3:4])([CH3:3])[CH3:2]. (5) Reactant: [F:1][C:2]([F:45])([F:44])[C:3]1[CH:4]=[C:5]([C:13]([CH3:43])([CH3:42])[C:14]([N:16]([C:18]2[C:19]([C:34]3[CH:39]=[CH:38][C:37]([F:40])=[CH:36][C:35]=3[CH3:41])=[CH:20][C:21]([N:24]3[CH2:29][CH2:28][CH:27]([CH2:30][S:31]([CH3:33])=[O:32])[CH2:26][CH2:25]3)=[N:22][CH:23]=2)[CH3:17])=[O:15])[CH:6]=[C:7]([C:9]([F:12])([F:11])[F:10])[CH:8]=1.ClC1C=CC=C(C(OO)=[O:54])C=1.S([O-])(O)=O.[Na+]. Product: [F:45][C:2]([F:1])([F:44])[C:3]1[CH:4]=[C:5]([C:13]([CH3:42])([CH3:43])[C:14]([N:16]([C:18]2[C:19]([C:34]3[CH:39]=[CH:38][C:37]([F:40])=[CH:36][C:35]=3[CH3:41])=[CH:20][C:21]([N:24]3[CH2:25][CH2:26][CH:27]([CH2:30][S:31]([CH3:33])(=[O:54])=[O:32])[CH2:28][CH2:29]3)=[N:22][CH:23]=2)[CH3:17])=[O:15])[CH:6]=[C:7]([C:9]([F:10])([F:11])[F:12])[CH:8]=1. The catalyst class is: 4. (6) Reactant: [CH2:1]([O:3][C:4](=[O:25])[C:5]1[CH:10]=[CH:9][C:8]([N:11]2[C:19]3[C:14](=[CH:15][C:16]([O:21][CH3:22])=[C:17]([OH:20])[CH:18]=3)[C:13]([C:23]#[N:24])=[CH:12]2)=[CH:7][CH:6]=1)[CH3:2].N1C=CC=CC=1.[F:32][C:33]([F:46])([F:45])[S:34](O[S:34]([C:33]([F:46])([F:45])[F:32])(=[O:36])=[O:35])(=[O:36])=[O:35].Cl. Product: [CH2:1]([O:3][C:4](=[O:25])[C:5]1[CH:6]=[CH:7][C:8]([N:11]2[C:19]3[C:14](=[CH:15][C:16]([O:21][CH3:22])=[C:17]([O:20][S:34]([C:33]([F:46])([F:45])[F:32])(=[O:36])=[O:35])[CH:18]=3)[C:13]([C:23]#[N:24])=[CH:12]2)=[CH:9][CH:10]=1)[CH3:2]. The catalyst class is: 46.